From a dataset of Forward reaction prediction with 1.9M reactions from USPTO patents (1976-2016). Predict the product of the given reaction. (1) Given the reactants FC(F)(F)S(O[C:7]1[C:16]([CH:17]=[O:18])=[C:15]([CH:19]([CH3:21])[CH3:20])[CH:14]=[C:13]2[C:8]=1[C:9](=[O:24])[CH2:10][C:11]([CH3:23])([CH3:22])[O:12]2)(=O)=O.[F:27][C:28]1[CH:33]=[CH:32][C:31](B(O)O)=[CH:30][CH:29]=1.C(=O)([O-])[O-].[K+].[K+].[Cl-].[NH4+], predict the reaction product. The product is: [F:27][C:28]1[CH:33]=[CH:32][C:31]([C:7]2[C:16]([CH:17]=[O:18])=[C:15]([CH:19]([CH3:20])[CH3:21])[CH:14]=[C:13]3[C:8]=2[C:9](=[O:24])[CH2:10][C:11]([CH3:22])([CH3:23])[O:12]3)=[CH:30][CH:29]=1. (2) Given the reactants [C:1]([O:5][C:6]([NH:8][C@@H:9]1[C@@H:14]([OH:15])[CH2:13][CH2:12][C@@H:11]([C:16]([O:18][CH2:19][CH3:20])=[O:17])[CH2:10]1)=[O:7])([CH3:4])([CH3:3])[CH3:2].C(N(CC)CC)C.[CH3:28][S:29](Cl)(=[O:31])=[O:30].Cl, predict the reaction product. The product is: [C:1]([O:5][C:6]([NH:8][C@@H:9]1[C@@H:14]([O:15][S:29]([CH3:28])(=[O:31])=[O:30])[CH2:13][CH2:12][C@@H:11]([C:16]([O:18][CH2:19][CH3:20])=[O:17])[CH2:10]1)=[O:7])([CH3:4])([CH3:3])[CH3:2].